Regression/Classification. Given a drug SMILES string, predict its absorption, distribution, metabolism, or excretion properties. Task type varies by dataset: regression for continuous measurements (e.g., permeability, clearance, half-life) or binary classification for categorical outcomes (e.g., BBB penetration, CYP inhibition). Dataset: cyp2c9_veith. From a dataset of CYP2C9 inhibition data for predicting drug metabolism from PubChem BioAssay. (1) The compound is c1ccc2c3c([nH]c2c1)[C@@H]1[C@H]2CC[C@H]([C@H]4CCCN[C@@H]24)N1CC3. The result is 0 (non-inhibitor). (2) The compound is CC(C)NC[C@H]1CCc2cc(CO)c([N+](=O)[O-])cc2N1. The result is 0 (non-inhibitor). (3) The compound is CC(C)CN1CCC2(CC1)CCN(C(=O)c1csnn1)CC2. The result is 0 (non-inhibitor). (4) The compound is O=C(N/N=C/c1ccco1)c1ccncc1. The result is 0 (non-inhibitor). (5) The drug is CN(CCCCCCCCCCN(C)C(=O)Oc1ccccc1[N+](C)(C)C)C(=O)Oc1ccccc1[N+](C)(C)C. The result is 0 (non-inhibitor). (6) The drug is Cc1ccccc1OCC(=O)Nc1ccc(N2CCN(C(=O)C(C)C)CC2)c(Cl)c1. The result is 1 (inhibitor). (7) The drug is CCCN1CCC[C@@H]2Cc3nc(N)ncc3C[C@H]21. The result is 0 (non-inhibitor).